From a dataset of Catalyst prediction with 721,799 reactions and 888 catalyst types from USPTO. Predict which catalyst facilitates the given reaction. (1) Reactant: [F:1][C:2]1[CH:7]=[CH:6][C:5]([N+:8]([O-:10])=[O:9])=[CH:4][C:3]=1[C@:11]1([CH3:29])[CH2:16][S:15](=[O:18])(=[O:17])[C:14]([CH3:20])([CH3:19])[C:13]([NH:21][C:22](=[O:28])[O:23][C:24]([CH3:27])([CH3:26])[CH3:25])=[N:12]1.C[Si]([N-][Si](C)(C)C)(C)C.[K+].[CH2:40](Br)[CH:41]=[CH2:42]. Product: [CH2:42]([C@H:16]1[S:15](=[O:18])(=[O:17])[C:14]([CH3:20])([CH3:19])[C:13]([NH:21][C:22](=[O:28])[O:23][C:24]([CH3:27])([CH3:26])[CH3:25])=[N:12][C@@:11]1([C:3]1[CH:4]=[C:5]([N+:8]([O-:10])=[O:9])[CH:6]=[CH:7][C:2]=1[F:1])[CH3:29])[CH:41]=[CH2:40].[CH2:42]([C@@H:16]1[S:15](=[O:18])(=[O:17])[C:14]([CH3:20])([CH3:19])[C:13]([NH:21][C:22](=[O:28])[O:23][C:24]([CH3:27])([CH3:26])[CH3:25])=[N:12][C@@:11]1([C:3]1[CH:4]=[C:5]([N+:8]([O-:10])=[O:9])[CH:6]=[CH:7][C:2]=1[F:1])[CH3:29])[CH:41]=[CH2:40]. The catalyst class is: 1. (2) Reactant: [C:1]([C:5]1[CH:9]=[C:8]([NH:10][C:11]([NH:13][C:14]2[CH:19]=[CH:18][C:17]([O:20][C:21]3[CH:26]=[CH:25][N:24]=[CH:23][CH:22]=3)=[CH:16][CH:15]=2)=[O:12])[N:7]([C:27]2[CH:39]=[CH:38][C:30]([CH2:31][NH:32][C:33](=O)[CH2:34][O:35][CH3:36])=[CH:29][CH:28]=2)[N:6]=1)([CH3:4])([CH3:3])[CH3:2].B.CSC. Product: [C:1]([C:5]1[CH:9]=[C:8]([NH:10][C:11]([NH:13][C:14]2[CH:15]=[CH:16][C:17]([O:20][C:21]3[CH:26]=[CH:25][N:24]=[CH:23][CH:22]=3)=[CH:18][CH:19]=2)=[O:12])[N:7]([C:27]2[CH:39]=[CH:38][C:30]([CH2:31][NH:32][CH2:33][CH2:34][O:35][CH3:36])=[CH:29][CH:28]=2)[N:6]=1)([CH3:4])([CH3:2])[CH3:3]. The catalyst class is: 1.